From a dataset of Catalyst prediction with 721,799 reactions and 888 catalyst types from USPTO. Predict which catalyst facilitates the given reaction. (1) Reactant: [C:1]([O:5][C:6](=[O:21])[NH:7][CH2:8][CH:9]1[C:18]2[C:13](=[CH:14][C:15]([OH:19])=[CH:16][CH:17]=2)[NH:12][C:11](=[O:20])[CH2:10]1)([CH3:4])([CH3:3])[CH3:2].[Br:22][CH2:23][CH2:24][CH2:25][CH2:26]Br.C([O-])([O-])=O.[K+].[K+]. Product: [C:1]([O:5][C:6](=[O:21])[NH:7][CH2:8][CH:9]1[C:18]2[C:13](=[CH:14][C:15]([O:19][CH2:26][CH2:25][CH2:24][CH2:23][Br:22])=[CH:16][CH:17]=2)[NH:12][C:11](=[O:20])[CH2:10]1)([CH3:4])([CH3:2])[CH3:3]. The catalyst class is: 3. (2) Reactant: Cl[C:2]1[C:7]([F:8])=[C:6]([Cl:9])[N:5]=[C:4]([S:10]([CH3:13])(=[O:12])=[O:11])[N:3]=1.C(NC(C)C)(C)C.[CH3:21][C:22]1[CH:26]=[C:25]([NH2:27])[NH:24][N:23]=1. Product: [Cl:9][C:6]1[N:5]=[C:4]([S:10]([CH3:13])(=[O:12])=[O:11])[N:3]=[C:2]([NH:27][C:25]2[NH:24][N:23]=[C:22]([CH3:21])[CH:26]=2)[C:7]=1[F:8]. The catalyst class is: 375. (3) Reactant: [F:1][C:2]([F:7])([F:6])[C:3]([OH:5])=[O:4].[CH2:8]([N:10]1[C:19]2[C:14](=[CH:15][CH:16]=[C:17]([O:20][CH2:21][CH2:22][CH2:23][NH:24][C:25]([NH2:27])=[NH:26])[CH:18]=2)[CH:13]=[C:12]([CH2:28][C:29]([OH:31])=[O:30])[C:11]1=[O:32])[CH3:9].[H][H]. Product: [F:1][C:2]([F:7])([F:6])[C:3]([OH:5])=[O:4].[CH2:8]([N:10]1[C:19]2[C:14](=[CH:15][CH:16]=[C:17]([O:20][CH2:21][CH2:22][CH2:23][NH:24][C:25]([NH2:27])=[NH:26])[CH:18]=2)[CH2:13][CH:12]([CH2:28][C:29]([OH:31])=[O:30])[C:11]1=[O:32])[CH3:9]. The catalyst class is: 19. (4) Reactant: [CH3:1][O:2][C:3]1[CH:4]=[CH:5][CH:6]=[C:7]2[C:15]=1[NH:14][C:13]1[CH:12]=[N:11][CH:10]=[CH:9][C:8]2=1.[Cl:16]N1C(=O)CCC1=O. Product: [Cl:16][C:4]1[C:3]([O:2][CH3:1])=[C:15]2[C:7]([C:8]3[CH:9]=[CH:10][N:11]=[CH:12][C:13]=3[NH:14]2)=[CH:6][CH:5]=1. The catalyst class is: 1. (5) Product: [NH2:12][C:2]1[C:7]([N+:8]([O-:10])=[O:9])=[CH:6][CH:5]=[C:4]([Br:11])[N:3]=1. The catalyst class is: 8. Reactant: Br[C:2]1[C:7]([N+:8]([O-:10])=[O:9])=[CH:6][CH:5]=[C:4]([Br:11])[N:3]=1.[NH3:12].C(O)C.O.